From a dataset of Forward reaction prediction with 1.9M reactions from USPTO patents (1976-2016). Predict the product of the given reaction. (1) Given the reactants [N:1]1[CH:2]=[CH:3][N:4]2[CH:9]=[CH:8][C:7]([NH:10][C:11]3[N:15]=[C:14]([N:16](CC4C=CC(OC)=CC=4)CC4C=CC(OC)=CC=4)[N:13](CC4C=CC(OC)=CC=4)[N:12]=3)=[CH:6][C:5]=12.C(O)(C(F)(F)F)=O, predict the reaction product. The product is: [N:1]1[CH:2]=[CH:3][N:4]2[CH:9]=[CH:8][C:7]([NH:10][C:11]3[N:15]=[C:14]([NH2:16])[NH:13][N:12]=3)=[CH:6][C:5]=12. (2) Given the reactants C(=O)([O-])[O-].[K+].[K+].I[CH2:8][CH3:9].[Br:10][C:11]1[CH:16]=[CH:15][C:14]([OH:17])=[C:13]([CH2:18][CH3:19])[CH:12]=1, predict the reaction product. The product is: [Br:10][C:11]1[CH:16]=[CH:15][C:14]([O:17][CH2:8][CH3:9])=[C:13]([CH2:18][CH3:19])[CH:12]=1. (3) Given the reactants [CH3:1][C:2]1[CH:11]=[CH:10][CH:9]=[C:8]2[C:3]=1[CH:4]=[C:5](B(O)O)[NH:6][C:7]2=[O:12].Br[C:17]1[N:22]=[CH:21][C:20]([C:23]([N:25]2[CH2:30][CH2:29][N:28]([CH2:31][CH:32]3[CH2:34][CH2:33]3)[CH2:27][CH2:26]2)=[O:24])=[CH:19][CH:18]=1.C([O-])([O-])=O.[K+].[K+], predict the reaction product. The product is: [CH:32]1([CH2:31][N:28]2[CH2:29][CH2:30][N:25]([C:23]([C:20]3[CH:19]=[CH:18][C:17]([C:5]4[NH:6][C:7](=[O:12])[C:8]5[C:3]([CH:4]=4)=[C:2]([CH3:1])[CH:11]=[CH:10][CH:9]=5)=[N:22][CH:21]=3)=[O:24])[CH2:26][CH2:27]2)[CH2:34][CH2:33]1. (4) The product is: [NH2:8][C:5]1[CH:6]=[CH:7][C:2]([Cl:1])=[CH:3][C:4]=1[CH:16]([C:17]1[CH:22]=[CH:21][CH:20]=[C:19]([O:23][CH3:24])[CH:18]=1)[OH:25]. Given the reactants [Cl:1][C:2]1[CH:7]=[CH:6][C:5]([NH:8]C(=O)OC(C)(C)C)=[C:4]([CH:16]([OH:25])[C:17]2[CH:22]=[CH:21][CH:20]=[C:19]([O:23][CH3:24])[CH:18]=2)[CH:3]=1.Cl.[OH-].[Na+], predict the reaction product. (5) Given the reactants Br[CH2:2][CH2:3][CH2:4][CH2:5][CH2:6][CH2:7][CH2:8][CH2:9][CH2:10][CH2:11][CH2:12][CH2:13][CH2:14][CH2:15][CH2:16][C:17]([OH:19])=[O:18].[SH:20][CH2:21][CH2:22][CH2:23][OH:24].N1(C2CCCCCCCCCC2)CCCN=CCCCCC1, predict the reaction product. The product is: [OH:24][CH2:23][CH2:22][CH2:21][S:20][CH2:2][CH2:3][CH2:4][CH2:5][CH2:6][CH2:7][CH2:8][CH2:9][CH2:10][CH2:11][CH2:12][CH2:13][CH2:14][CH2:15][CH2:16][C:17]([OH:19])=[O:18]. (6) Given the reactants [Br:1][C:2]1[CH:20]=[CH:19][C:5]([CH2:6][N:7]2[C:15]3[C:10](=[CH:11][C:12]([C:16]([OH:18])=O)=[CH:13][CH:14]=3)[CH:9]=[CH:8]2)=[CH:4][CH:3]=1.Cl.[N+:22]([C:25]1[CH:30]=[CH:29][C:28]([C@@H:31]([NH2:33])[CH3:32])=[CH:27][CH:26]=1)([O-:24])=[O:23].CCN(C(C)C)C(C)C.C1C=CC2N(O)N=NC=2C=1.C(Cl)CCl, predict the reaction product. The product is: [Br:1][C:2]1[CH:3]=[CH:4][C:5]([CH2:6][N:7]2[C:15]3[C:10](=[CH:11][C:12]([C:16]([NH:33][C@H:31]([C:28]4[CH:27]=[CH:26][C:25]([N+:22]([O-:24])=[O:23])=[CH:30][CH:29]=4)[CH3:32])=[O:18])=[CH:13][CH:14]=3)[CH:9]=[CH:8]2)=[CH:19][CH:20]=1. (7) Given the reactants [Br:1][C:2]1[CH:3]=[CH:4][C:5]2[C:9]([Cl:10])=[C:8]([C:11](OCC)=O)[S:7][C:6]=2[CH:16]=1.[CH2:17]([NH2:20])[CH2:18][NH2:19].[Si](I)(C)(C)C, predict the reaction product. The product is: [Br:1][C:2]1[CH:3]=[CH:4][C:5]2[C:9]([Cl:10])=[C:8]([C:11]3[NH:19][CH2:18][CH2:17][N:20]=3)[S:7][C:6]=2[CH:16]=1. (8) The product is: [CH:20]1([CH2:19][O:18][C:13]2[C:14]([O:16][CH3:17])=[CH:15][C:10]([C:9]3[O:24][C:2]4[CH:3]=[C:4]([O:25][CH2:26][C@@H:27]([NH:29][C:30](=[O:36])[O:31][C:32]([CH3:35])([CH3:34])[CH3:33])[CH3:28])[N:5]=[CH:6][C:7]=4[N:8]=3)=[CH:11][C:12]=2[F:23])[CH2:22][CH2:21]1. Given the reactants Cl[C:2]1[C:7]([NH:8][C:9](=[O:24])[C:10]2[CH:15]=[C:14]([O:16][CH3:17])[C:13]([O:18][CH2:19][CH:20]3[CH2:22][CH2:21]3)=[C:12]([F:23])[CH:11]=2)=[CH:6][N:5]=[C:4]([O:25][CH2:26][C@@H:27]([NH:29][C:30](=[O:36])[O:31][C:32]([CH3:35])([CH3:34])[CH3:33])[CH3:28])[CH:3]=1.C(=O)([O-])[O-].[K+].[K+].C(OCC)(=O)C, predict the reaction product. (9) Given the reactants [Cl:1][C:2]1[CH:7]=[CH:6][C:5]([C:8]2[N:9]([CH:22]3[CH2:24][CH2:23]3)[C:10](=[O:21])[N:11]([S:13]([C:16]3[NH:20][N:19]=[CH:18][N:17]=3)(=[O:15])=[O:14])[N:12]=2)=[CH:4][CH:3]=1.C(N(CC)C(C)C)(C)C.[F:34][C:35]([F:45])([F:44])[C:36]1[CH:43]=[CH:42][CH:41]=[CH:40][C:37]=1[CH2:38]Br, predict the reaction product. The product is: [Cl:1][C:2]1[CH:3]=[CH:4][C:5]([C:8]2[N:9]([CH:22]3[CH2:24][CH2:23]3)[C:10](=[O:21])[N:11]([S:13]([C:16]3[N:20]([CH2:38][C:37]4[CH:40]=[CH:41][CH:42]=[CH:43][C:36]=4[C:35]([F:34])([F:44])[F:45])[N:19]=[CH:18][N:17]=3)(=[O:15])=[O:14])[N:12]=2)=[CH:6][CH:7]=1. (10) Given the reactants Br[C:2]1[CH:3]=[C:4]2[C:9](=[N:10][CH:11]=1)[N:8]=[C:7]([CH3:12])[C:6]([C:13]([NH:15][CH2:16][C:17]1[CH:22]=[CH:21][C:20]([C:23]([CH3:26])([CH3:25])[CH3:24])=[CH:19][CH:18]=1)=[O:14])=[CH:5]2.[CH3:27][NH:28]CCNC.[C-]#N.[Na+], predict the reaction product. The product is: [C:23]([C:20]1[CH:21]=[CH:22][C:17]([CH2:16][NH:15][C:13]([C:6]2[C:7]([CH3:12])=[N:8][C:9]3[C:4]([CH:5]=2)=[CH:3][C:2]([C:27]#[N:28])=[CH:11][N:10]=3)=[O:14])=[CH:18][CH:19]=1)([CH3:26])([CH3:25])[CH3:24].